This data is from Human liver microsome stability data. The task is: Regression/Classification. Given a drug SMILES string, predict its absorption, distribution, metabolism, or excretion properties. Task type varies by dataset: regression for continuous measurements (e.g., permeability, clearance, half-life) or binary classification for categorical outcomes (e.g., BBB penetration, CYP inhibition). Dataset: hlm. (1) The molecule is CO[C@@H]1COCC[C@@H]1N[C@@H]1CC[C@@](C(=O)N2C[C@@H]3C[C@H]2CN3C(=O)CC(C)(C)C)(C(C)C)C1. The result is 0 (unstable in human liver microsomes). (2) The compound is Oc1c2cc(OCc3ccc(C(F)(F)F)cc3)ccc2nc2cc(F)cc(F)c12. The result is 0 (unstable in human liver microsomes). (3) The molecule is Nc1nc(NC2CCNC2)c2sc(-c3ccc(C(F)(F)F)cc3)cc2n1. The result is 0 (unstable in human liver microsomes). (4) The molecule is CCCN1CCN(C(=O)c2ccc3nc(O)c4c(c3c2)CCSC4)CC1. The result is 0 (unstable in human liver microsomes).